This data is from Full USPTO retrosynthesis dataset with 1.9M reactions from patents (1976-2016). The task is: Predict the reactants needed to synthesize the given product. (1) Given the product [NH2:12][CH2:11][CH2:10][CH2:9][C@H:8]([NH:35][C:32](=[O:34])[O:33][C:22]([CH3:31])([CH3:23])[CH3:20])[C:17]([NH:19][C@H:20]([C:22]1[C:31]2[C:26](=[CH:27][CH:28]=[CH:29][CH:30]=2)[CH:25]=[CH:24][CH:23]=1)[CH3:21])=[O:18], predict the reactants needed to synthesize it. The reactants are: C(OC([C@H:8]([C:17]([NH:19][C@H:20]([C:22]1[C:31]2[C:26](=[CH:27][CH:28]=[CH:29][CH:30]=2)[CH:25]=[CH:24][CH:23]=1)[CH3:21])=[O:18])[CH2:9][CH2:10][CH2:11][N:12](N)C(=O)[O-])=O)(C)(C)C.[CH:32]([O-:34])=[O:33].[NH4+:35]. (2) Given the product [Br:32][CH2:33][CH2:34][CH2:35][CH2:36][O:8][C:6]1[CH:5]=[CH:4][C:3]([C:9]2[N:13]=[C:12]([C:14]3[CH:15]=[CH:16][C:17]([O:22][CH:23]([CH3:25])[CH3:24])=[C:18]([CH:21]=3)[C:19]#[N:20])[O:11][N:10]=2)=[C:2]([Cl:1])[CH:7]=1, predict the reactants needed to synthesize it. The reactants are: [Cl:1][C:2]1[CH:7]=[C:6]([OH:8])[CH:5]=[CH:4][C:3]=1[C:9]1[N:13]=[C:12]([C:14]2[CH:15]=[CH:16][C:17]([O:22][CH:23]([CH3:25])[CH3:24])=[C:18]([CH:21]=2)[C:19]#[N:20])[O:11][N:10]=1.C(=O)([O-])[O-].[K+].[K+].[Br:32][CH2:33][CH2:34][CH2:35][CH2:36]Br.C(OCC)(=O)C. (3) Given the product [C:38]([C:2]1[CH:3]=[N:4][C:5]([NH:8][C:9](=[O:34])[C:10]2[CH:15]=[CH:14][C:13]([C:16]3[CH2:20][C:19]([C:25]4[CH:30]=[C:29]([Cl:31])[CH:28]=[C:27]([Cl:32])[CH:26]=4)([C:21]([F:23])([F:22])[F:24])[O:18][N:17]=3)=[CH:12][C:11]=2[CH3:33])=[N:6][CH:7]=1)#[N:39], predict the reactants needed to synthesize it. The reactants are: Br[C:2]1[CH:3]=[N:4][C:5]([NH:8][C:9](=[O:34])[C:10]2[CH:15]=[CH:14][C:13]([C:16]3[CH2:20][C:19]([C:25]4[CH:30]=[C:29]([Cl:31])[CH:28]=[C:27]([Cl:32])[CH:26]=4)([C:21]([F:24])([F:23])[F:22])[O:18][N:17]=3)=[CH:12][C:11]=2[CH3:33])=[N:6][CH:7]=1.O.N.O.[CH3:38][N:39](C)C(=O)C. (4) Given the product [C:14]([O:18][C:19]([N:21]1[CH2:27][CH2:26][CH2:25][NH:24][CH2:23][CH:22]1[C:57]1[CH:52]=[CH:51][CH:50]=[CH:49][C:58]=1[CH2:59][NH:91][C:2]1[CH:3]=[C:4]2[C:9](=[CH:10][CH:11]=1)[C:8](=[O:12])[NH:7][N:6]=[C:5]2[Cl:13])=[O:20])([CH3:15])([CH3:16])[CH3:17], predict the reactants needed to synthesize it. The reactants are: Br[C:2]1[CH:3]=[C:4]2[C:9](=[CH:10][CH:11]=1)[C:8](=[O:12])[NH:7][N:6]=[C:5]2[Cl:13].[C:14]([O:18][C:19]([N:21]1[CH2:27][CH2:26][CH2:25][N:24](C2C=CC=CC=2CN)[CH2:23][CH2:22]1)=[O:20])([CH3:17])([CH3:16])[CH3:15].C1C=CC(P([C:49]2[C:58]([C:59]3C(P(C4C=CC=CC=4)C4C=CC=CC=4)=CC=C4C=3C=CC=C4)=[C:57]3[C:52](C=CC=C3)=[CH:51][CH:50]=2)C2C=CC=CC=2)=CC=1.CC([O-])(C)C.[Na+].CC([N:91](C)C)=O. (5) Given the product [C:1]([O:5][C:6](=[O:7])[NH:8][CH2:9][C:10]1[C:11]([CH2:28][CH:29]([CH3:30])[CH3:31])=[N:12][C:13]([CH3:27])=[C:14]([CH2:15][OH:16])[C:19]=1[C:20]1[CH:21]=[CH:22][C:23]([CH3:26])=[CH:24][CH:25]=1)([CH3:4])([CH3:3])[CH3:2], predict the reactants needed to synthesize it. The reactants are: [C:1]([O:5][C:6]([NH:8][CH2:9][C:10]1[C:11]([CH2:28][CH:29]([CH3:31])[CH3:30])=[N:12][C:13]([CH3:27])=[C:14]([C:19]=1[C:20]1[CH:25]=[CH:24][C:23]([CH3:26])=[CH:22][CH:21]=1)[C:15](OC)=[O:16])=[O:7])([CH3:4])([CH3:3])[CH3:2].C1(C)C=CC=CC=1.[H-].C([Al+]CC(C)C)C(C)C.CO.O.O.O.O.O.O.O.O.O.O.[O-]S([O-])(=O)=O.[Na+].[Na+]. (6) The reactants are: OS(O)(=O)=O.[Br:6][C:7]1[CH:15]=[CH:14][C:10]([C:11]([OH:13])=[O:12])=[CH:9][C:8]=1[C:16]([OH:18])=[O:17].[N+:19]([O-])([OH:21])=[O:20]. Given the product [Br:6][C:7]1[C:15]([N+:19]([O-:21])=[O:20])=[CH:14][C:10]([C:11]([OH:13])=[O:12])=[CH:9][C:8]=1[C:16]([OH:18])=[O:17], predict the reactants needed to synthesize it. (7) Given the product [OH:16][C:13]([C@H:17]1[CH2:22][CH2:21][C@H:20]([C:23]([O:25][CH3:26])=[O:24])[CH2:19][CH2:18]1)([C:9]1[S:8][CH:12]=[CH:11][N:10]=1)[CH2:14][CH3:15], predict the reactants needed to synthesize it. The reactants are: [Cl-].[Li+].C([Mg]Cl)(C)C.[S:8]1[CH:12]=[CH:11][N:10]=[CH:9]1.[C:13]([C@H:17]1[CH2:22][CH2:21][C@H:20]([C:23]([O:25][CH3:26])=[O:24])[CH2:19][CH2:18]1)(=[O:16])[CH2:14][CH3:15]. (8) The reactants are: [CH:1]12[CH2:10][CH:5]3[CH2:6][CH:7]([CH2:9][CH:3]([CH2:4]3)[CH:2]1[NH:11][C:12]([C:14]1[CH:15]=[N:16][N:17]([C:20]3[CH:25]=[CH:24][CH:23]=[CH:22][CH:21]=3)[C:18]=1Cl)=[O:13])[CH2:8]2.[CH:26]1([CH2:29][NH2:30])[CH2:28][CH2:27]1. Given the product [CH:1]12[CH2:10][CH:5]3[CH2:6][CH:7]([CH2:9][CH:3]([CH2:4]3)[CH:2]1[NH:11][C:12]([C:14]1[CH:15]=[N:16][N:17]([C:20]3[CH:25]=[CH:24][CH:23]=[CH:22][CH:21]=3)[C:18]=1[NH:30][CH2:29][CH:26]1[CH2:28][CH2:27]1)=[O:13])[CH2:8]2, predict the reactants needed to synthesize it.